Dataset: Forward reaction prediction with 1.9M reactions from USPTO patents (1976-2016). Task: Predict the product of the given reaction. (1) Given the reactants [CH3:1][O:2][C:3]([N:5]([CH3:13])[C@@H:6]([CH:10]([CH3:12])[CH3:11])[C:7](O)=[O:8])=[O:4].Cl.[CH3:15][N:16]([C@@H:21]([CH:62]([CH3:64])[CH3:63])[C:22]([N:24]1[CH2:28][C@@H:27]([CH3:29])[CH2:26][C@H:25]1[C:30]1[NH:34][C:33]2[CH:35]=[C:36]([C:39]3[CH:44]=[CH:43][C:42]([C:45]4[CH:50]=[CH:49][C:48]([C:51]5[NH:55][C:54]([C@@H:56]6[CH2:60][C@H:59]([CH3:61])[CH2:58][NH:57]6)=[N:53][CH:52]=5)=[CH:47][CH:46]=4)=[CH:41][CH:40]=3)[CH:37]=[CH:38][C:32]=2[N:31]=1)=[O:23])[C:17](=[O:20])[O:18][CH3:19].CN(C(ON1N=NC2C=CC=NC1=2)=[N+](C)C)C.F[P-](F)(F)(F)(F)F.CCN(C(C)C)C(C)C, predict the reaction product. The product is: [CH3:19][O:18][C:17]([N:16]([CH3:15])[C@@H:21]([CH:62]([CH3:64])[CH3:63])[C:22]([N:24]1[CH2:28][C@@H:27]([CH3:29])[CH2:26][C@H:25]1[C:30]1[NH:31][C:32]2[CH:38]=[CH:37][C:36]([C:39]3[CH:40]=[CH:41][C:42]([C:45]4[CH:50]=[CH:49][C:48]([C:51]5[N:55]=[C:54]([C@@H:56]6[CH2:60][C@H:59]([CH3:61])[CH2:58][N:57]6[C:7]([C@@H:6]([N:5]([CH3:13])[C:3](=[O:4])[O:2][CH3:1])[CH:10]([CH3:12])[CH3:11])=[O:8])[NH:53][CH:52]=5)=[CH:47][CH:46]=4)=[CH:43][CH:44]=3)=[CH:35][C:33]=2[N:34]=1)=[O:23])=[O:20]. (2) Given the reactants [C:1]1([S:7]([CH2:10][C:11]#[N:12])(=[O:9])=[O:8])[CH:6]=[CH:5][CH:4]=[CH:3][CH:2]=1.CN(CCN(C)C)C.[Li]CCCC.[C:26]1(=[O:32])[CH2:31][CH2:30][CH2:29][CH:28]=[CH:27]1.Cl, predict the reaction product. The product is: [C:1]1([S:7]([CH:10]([CH:28]2[CH2:29][CH2:30][CH2:31][C:26](=[O:32])[CH2:27]2)[C:11]#[N:12])(=[O:8])=[O:9])[CH:2]=[CH:3][CH:4]=[CH:5][CH:6]=1. (3) The product is: [CH3:11][CH:12]1[O:10][CH:7]([C:1]2[CH:6]=[CH:5][CH:4]=[CH:3][CH:2]=2)[CH2:8][O:9]1. Given the reactants [C:1]1([CH:7]([OH:10])[CH2:8][OH:9])[CH:6]=[CH:5][CH:4]=[CH:3][CH:2]=1.[C:11]1(C)C=CC=C[CH:12]=1.CC1OC(C)OC(C)O1, predict the reaction product. (4) Given the reactants C([OH:3])C.[CH3:4][O:5][C:6]1[CH:7]=[C:8]([C:14]2[N:19]=[C:18]([C:20]([N:22]3[CH2:27][C@@H:26]([CH3:28])[N:25]([C:29]4[CH:34]=[CH:33][C:32]([N+:35]([O-])=O)=[CH:31][CH:30]=4)[CH2:24][C@@H:23]3[CH3:38])=[O:21])[CH:17]=[CH:16][CH:15]=2)[CH:9]=[CH:10][C:11]=1[O:12][CH3:13].[Cl-:39].[NH4+], predict the reaction product. The product is: [OH2:3].[ClH:39].[CH3:4][O:5][C:6]1[CH:7]=[C:8]([C:14]2[N:19]=[C:18]([C:20]([N:22]3[C@H:23]([CH3:38])[CH2:24][N:25]([C:29]4[CH:30]=[CH:31][C:32]([NH2:35])=[CH:33][CH:34]=4)[C@@H:26]([CH3:28])[CH2:27]3)=[O:21])[CH:17]=[CH:16][CH:15]=2)[CH:9]=[CH:10][C:11]=1[O:12][CH3:13]. (5) Given the reactants [CH3:1][S:2]([C:5]1[N:10]=[CH:9][C:8]([O:11][C:12]2[CH:13]=[C:14]3[C:18](=[C:19]([O:21][CH:22]4[CH2:27][CH2:26][O:25][CH2:24][CH2:23]4)[CH:20]=2)[NH:17][C:16]([C:28]2[S:29][CH:30]([CH2:33][C:34](O)=[O:35])[CH2:31][N:32]=2)=[CH:15]3)=[CH:7][CH:6]=1)(=[O:4])=[O:3].O.O[N:39]1C2C=CC=CC=2N=N1.Cl.C(N=C=NCCCN(C)C)C.N, predict the reaction product. The product is: [CH3:1][S:2]([C:5]1[N:10]=[CH:9][C:8]([O:11][C:12]2[CH:13]=[C:14]3[C:18](=[C:19]([O:21][CH:22]4[CH2:27][CH2:26][O:25][CH2:24][CH2:23]4)[CH:20]=2)[NH:17][C:16]([C:28]2[S:29][CH:30]([CH2:33][C:34]([NH2:39])=[O:35])[CH2:31][N:32]=2)=[CH:15]3)=[CH:7][CH:6]=1)(=[O:3])=[O:4]. (6) Given the reactants [CH:1]1([C:4]([NH:6][C:7]2[CH:8]=[CH:9][CH:10]=[C:11]3[C:15]=2[C:14](=[O:16])[N:13]([CH:17]([C:22]2[CH:27]=[CH:26][C:25]([O:28][CH:29]([F:31])[F:30])=[C:24]([O:32][CH2:33][CH3:34])[CH:23]=2)[CH2:18][C:19]([OH:21])=O)[CH2:12]3)=[O:5])[CH2:3][CH2:2]1.C1N=[CH:38][N:37](C(N2C=NC=C2)=O)[CH:36]=1.CNC, predict the reaction product. The product is: [F:30][CH:29]([F:31])[O:28][C:25]1[CH:26]=[CH:27][C:22]([CH:17]([N:13]2[C:14](=[O:16])[C:15]3[C:11](=[CH:10][CH:9]=[CH:8][C:7]=3[NH:6][C:4]([CH:1]3[CH2:2][CH2:3]3)=[O:5])[CH2:12]2)[CH2:18][C:19](=[O:21])[N:37]([CH3:38])[CH3:36])=[CH:23][C:24]=1[O:32][CH2:33][CH3:34].